Task: Predict the reactants needed to synthesize the given product.. Dataset: Full USPTO retrosynthesis dataset with 1.9M reactions from patents (1976-2016) (1) Given the product [CH3:26][N:27]([CH3:31])[CH2:28][CH2:29][NH:30][C:21]([C:17]1[C:18]2[C:13](=[N:12][C:11]3[C:20]([N:19]=2)=[C:7]2[CH:6]=[CH:5][CH:4]=[C:3]([O:2][CH3:1])[C:8]2=[CH:9][CH:10]=3)[CH:14]=[CH:15][C:16]=1[O:24][CH3:25])=[O:23], predict the reactants needed to synthesize it. The reactants are: [CH3:1][O:2][C:3]1[C:8]2=[CH:9][CH:10]=[C:11]3[C:20]([N:19]=[C:18]4[C:13]([CH:14]=[CH:15][C:16]([O:24][CH3:25])=[C:17]4[C:21]([OH:23])=O)=[N:12]3)=[C:7]2[CH:6]=[CH:5][CH:4]=1.[CH3:26][N:27]([CH3:31])[CH2:28][CH2:29][NH2:30]. (2) Given the product [F:23][C:24]1[CH:25]=[C:26]([C@H:27]2[O:2][C@@H:28]2[CH2:29][OH:30])[CH:31]=[CH:32][CH:33]=1, predict the reactants needed to synthesize it. The reactants are: C([C@H]([C@@H](C(OC(C)C)=O)O)O)(OC(C)C)=[O:2].C(OO)(C)(C)C.[F:23][C:24]1[CH:25]=[C:26]([CH:31]=[CH:32][CH:33]=1)/[CH:27]=[CH:28]/[CH2:29][OH:30].[OH-].[Na+].[Cl-].[Na+]. (3) Given the product [Cl:1][C:2]1[CH:7]=[C:6]([N:8]([CH3:29])[C:9]2[C:10]([CH:26]3[CH2:27][CH2:28]3)=[N:11][C:12]([N:17]3[CH2:22][CH2:21][N:20]([C:31](=[O:30])[CH2:32][CH2:33][OH:34])[C@H:19]([CH:23]4[CH2:25][CH2:24]4)[CH2:18]3)=[C:13]([CH:16]=2)[C:14]#[N:15])[CH:5]=[CH:4][N:3]=1, predict the reactants needed to synthesize it. The reactants are: [Cl:1][C:2]1[CH:7]=[C:6]([N:8]([CH3:29])[C:9]2[C:10]([CH:26]3[CH2:28][CH2:27]3)=[N:11][C:12]([N:17]3[CH2:22][CH2:21][NH:20][C@H:19]([CH:23]4[CH2:25][CH2:24]4)[CH2:18]3)=[C:13]([CH:16]=2)[C:14]#[N:15])[CH:5]=[CH:4][N:3]=1.[OH:30][CH2:31][CH2:32][C:33]([O-])=[O:34].[Na+].CN(C(ON1N=NC2C=CC=NC1=2)=[N+](C)C)C.F[P-](F)(F)(F)(F)F.CCN(C(C)C)C(C)C. (4) Given the product [CH:43]1[C:56]2[CH:55]=[C:54]([N:20]([C:21]3[CH:41]=[CH:40][C:24]4[O:25][C:26]5[CH:32]=[C:31]([N:33]([C:34]6[CH:35]=[CH:36][CH:37]=[CH:38][CH:39]=6)[C:57]6[C:58]7[C:61]([C:13]8[CH:11]=[CH:10][CH:12]=[CH:12][C:10]=8[CH:11]=6)=[CH:12][CH:10]=[CH:11][CH:59]=7)[CH:30]=[CH:29][C:27]=5[O:28][C:23]=4[CH:22]=3)[C:14]3[CH:19]=[CH:18][CH:17]=[CH:16][CH:15]=3)[C:53]3[C:48](=[CH:49][CH:50]=[CH:51][CH:52]=3)[C:47]=2[CH:46]=[CH:45][CH:44]=1, predict the reactants needed to synthesize it. The reactants are: [C:10](P([C:10]([CH3:13])([CH3:12])[CH3:11])[C:10]([CH3:13])([CH3:12])[CH3:11])([CH3:13])([CH3:12])[CH3:11].[C:14]1([NH:20][C:21]2[CH:41]=[CH:40][C:24]3[O:25][C:26]4[CH:32]=[C:31]([NH:33][C:34]5[CH:39]=[CH:38][CH:37]=[CH:36][CH:35]=5)[CH:30]=[CH:29][C:27]=4[O:28][C:23]=3[CH:22]=2)[CH:19]=[CH:18][CH:17]=[CH:16][CH:15]=1.Br[C:43]1[C:56]2[CH:55]=[CH:54][C:53]3[C:48](=[CH:49][CH:50]=[CH:51][CH:52]=3)[C:47]=2[CH:46]=[CH:45][CH:44]=1.[CH3:57][C:58]([CH3:61])([O-])[CH3:59].[Na+]. (5) Given the product [Cl:1][C:2]1[CH:7]=[N:6][C:5]([S:10][CH3:9])=[CH:4][N:3]=1, predict the reactants needed to synthesize it. The reactants are: [Cl:1][C:2]1[CH:7]=[N:6][C:5](Cl)=[CH:4][N:3]=1.[CH3:9][S-:10].[Na+]. (6) Given the product [CH3:1][O:2][C:3]1[CH:8]=[C:7]([CH:6]=[C:5]([S:12]([CH2:15][CH2:16][O:17][CH2:18][CH2:19][O:20][CH2:21][CH2:22][O:23][CH3:24])(=[O:14])=[O:13])[CH:4]=1)[NH2:9], predict the reactants needed to synthesize it. The reactants are: [CH3:1][O:2][C:3]1[CH:8]=[C:7]([N+:9]([O-])=O)[CH:6]=[C:5]([S:12]([CH2:15][CH2:16][O:17][CH2:18][CH2:19][O:20][CH2:21][CH2:22][O:23][CH3:24])(=[O:14])=[O:13])[CH:4]=1.